From a dataset of Peptide-MHC class I binding affinity with 185,985 pairs from IEDB/IMGT. Regression. Given a peptide amino acid sequence and an MHC pseudo amino acid sequence, predict their binding affinity value. This is MHC class I binding data. (1) The peptide sequence is DILQMREIIT. The MHC is HLA-A02:06 with pseudo-sequence HLA-A02:06. The binding affinity (normalized) is 0.0960. (2) The peptide sequence is LPVEYLQVP. The MHC is HLA-A02:01 with pseudo-sequence HLA-A02:01. The binding affinity (normalized) is 0.0847. (3) The peptide sequence is NTDNKFISY. The MHC is HLA-A30:01 with pseudo-sequence HLA-A30:01. The binding affinity (normalized) is 0.0847.